From a dataset of NCI-60 drug combinations with 297,098 pairs across 59 cell lines. Regression. Given two drug SMILES strings and cell line genomic features, predict the synergy score measuring deviation from expected non-interaction effect. (1) Drug 1: CC1=C2C(C(=O)C3(C(CC4C(C3C(C(C2(C)C)(CC1OC(=O)C(C(C5=CC=CC=C5)NC(=O)OC(C)(C)C)O)O)OC(=O)C6=CC=CC=C6)(CO4)OC(=O)C)OC)C)OC. Drug 2: CS(=O)(=O)OCCCCOS(=O)(=O)C. Cell line: MDA-MB-231. Synergy scores: CSS=17.5, Synergy_ZIP=-15.6, Synergy_Bliss=-21.8, Synergy_Loewe=-30.3, Synergy_HSA=-20.5. (2) Drug 1: C1CCC(CC1)NC(=O)N(CCCl)N=O. Drug 2: C1=C(C(=O)NC(=O)N1)F. Cell line: EKVX. Synergy scores: CSS=36.3, Synergy_ZIP=7.48, Synergy_Bliss=6.00, Synergy_Loewe=7.29, Synergy_HSA=8.87. (3) Drug 1: CC12CCC(CC1=CCC3C2CCC4(C3CC=C4C5=CN=CC=C5)C)O. Drug 2: C#CCC(CC1=CN=C2C(=N1)C(=NC(=N2)N)N)C3=CC=C(C=C3)C(=O)NC(CCC(=O)O)C(=O)O. Cell line: TK-10. Synergy scores: CSS=0.0375, Synergy_ZIP=0.379, Synergy_Bliss=0.971, Synergy_Loewe=-0.471, Synergy_HSA=-0.521. (4) Drug 1: CC(C)CN1C=NC2=C1C3=CC=CC=C3N=C2N. Drug 2: N.N.Cl[Pt+2]Cl. Cell line: BT-549. Synergy scores: CSS=22.9, Synergy_ZIP=-5.62, Synergy_Bliss=1.28, Synergy_Loewe=-2.04, Synergy_HSA=-1.90.